From a dataset of Catalyst prediction with 721,799 reactions and 888 catalyst types from USPTO. Predict which catalyst facilitates the given reaction. (1) Reactant: [C:1]([CH2:3][C@@H:4]1[CH2:8][CH2:7][C@H:6]([NH:9][C:10]([C:12]2[C:20]3[C:15](=[N:16][CH:17]=[C:18]([C:21]4[C:29]5[C:24](=[CH:25][C:26]([F:30])=[CH:27][CH:28]=5)[N:23]([CH3:31])[N:22]=4)[N:19]=3)[N:14](COCC[Si](C)(C)C)[CH:13]=2)=[O:11])[CH2:5]1)#[N:2].FC(F)(F)C(O)=O.C(N)CN. Product: [C:1]([CH2:3][C@@H:4]1[CH2:8][CH2:7][C@H:6]([NH:9][C:10]([C:12]2[C:20]3[C:15](=[N:16][CH:17]=[C:18]([C:21]4[C:29]5[C:24](=[CH:25][C:26]([F:30])=[CH:27][CH:28]=5)[N:23]([CH3:31])[N:22]=4)[N:19]=3)[NH:14][CH:13]=2)=[O:11])[CH2:5]1)#[N:2]. The catalyst class is: 4. (2) Reactant: [C:1]([NH:4][CH2:5][C:6]1[CH:42]=[CH:41][CH:40]=[CH:39][C:7]=1[O:8][C:9]1[CH:14]=[CH:13][CH:12]=[CH:11][C:10]=1[CH2:15][CH2:16][C:17]([N:19]1[CH2:24][CH2:23][N:22](C(OC(C)(C)C)=O)[CH2:21][C@H:20]1[CH2:32][C:33]1[CH:38]=[CH:37][CH:36]=[CH:35][CH:34]=1)=[O:18])(=[O:3])[CH3:2].FC(F)(F)C(O)=O. Product: [CH2:32]([C@@H:20]1[CH2:21][NH:22][CH2:23][CH2:24][N:19]1[C:17](=[O:18])[CH2:16][CH2:15][C:10]1[CH:11]=[CH:12][CH:13]=[CH:14][C:9]=1[O:8][C:7]1[CH:39]=[CH:40][CH:41]=[CH:42][C:6]=1[CH2:5][NH:4][C:1](=[O:3])[CH3:2])[C:33]1[CH:38]=[CH:37][CH:36]=[CH:35][CH:34]=1. The catalyst class is: 4.